From a dataset of Catalyst prediction with 721,799 reactions and 888 catalyst types from USPTO. Predict which catalyst facilitates the given reaction. (1) Reactant: [Cl:1][C:2]1[CH:7]=[CH:6][C:5]([N:8]=[C:9]=[O:10])=[CH:4][CH:3]=1.[CH2:11]1[C:20]2[C:15](=[CH:16][CH:17]=[CH:18][CH:19]=2)[CH2:14][CH2:13][N:12]1[C:21]1[CH:26]=[CH:25][C:24]([NH2:27])=[CH:23][C:22]=1[F:28]. Product: [Cl:1][C:2]1[CH:7]=[CH:6][C:5]([NH:8][C:9]([NH:27][C:24]2[CH:25]=[CH:26][C:21]([N:12]3[CH2:13][CH2:14][C:15]4[C:20](=[CH:19][CH:18]=[CH:17][CH:16]=4)[CH2:11]3)=[C:22]([F:28])[CH:23]=2)=[O:10])=[CH:4][CH:3]=1. The catalyst class is: 2. (2) Reactant: [Cl-].[Al+3].[Cl-].[Cl-].[O:5]1[CH:9]=[CH:8][CH:7]=[C:6]1[CH:10]=[O:11].[CH:12](Cl)([CH3:14])[CH3:13]. Product: [CH:12]([C:8]1[CH:7]=[C:6]([CH:10]=[O:11])[O:5][CH:9]=1)([CH3:14])[CH3:13]. The catalyst class is: 534.